From a dataset of Catalyst prediction with 721,799 reactions and 888 catalyst types from USPTO. Predict which catalyst facilitates the given reaction. (1) Reactant: [I:1][C:2]1[C:10]2[C:5](=[CH:6][CH:7]=[C:8]([N+:11]([O-])=O)[CH:9]=2)[NH:4][N:3]=1.C(O)C.O.N. Product: [NH2:11][C:8]1[CH:9]=[C:10]2[C:5](=[CH:6][CH:7]=1)[NH:4][N:3]=[C:2]2[I:1]. The catalyst class is: 866. (2) Product: [C:1]([N:5]1[C:20](=[O:21])[NH:19][C:17]([C:16]2[CH:22]=[C:23]([CH:24]=[CH:25][C:15]=2[Cl:14])[CH2:26][NH:27][C:28](=[O:33])[C:29]([F:32])([F:31])[F:30])=[N:6]1)([CH3:4])([CH3:3])[CH3:2]. Reactant: [C:1]([NH:5][NH:6]C(OC(C)(C)C)=O)([CH3:4])([CH3:3])[CH3:2].[Cl:14][C:15]1[CH:25]=[CH:24][C:23]([CH2:26][NH:27][C:28](=[O:33])[C:29]([F:32])([F:31])[F:30])=[CH:22][C:16]=1[C:17]([N:19]=[C:20]=[O:21])=O.FC(F)(F)C(O)=O. The catalyst class is: 2. (3) Reactant: [CH2:1]([NH:3][CH2:4][CH2:5][O:6][C:7]1[CH:12]=[C:11]([CH3:13])[C:10]([C:14]2[CH:19]=[CH:18][CH:17]=[C:16]([CH2:20][O:21][C:22]3[CH:27]=[CH:26][C:25]([CH2:28][CH2:29][C:30]([O:32][CH2:33][CH3:34])=[O:31])=[C:24]([F:35])[CH:23]=3)[CH:15]=2)=[C:9]([CH3:36])[CH:8]=1)[CH3:2].C(OC(=O)C)(=[O:39])C.N1[CH:49]=[CH:48]C=CC=1. Product: [C:1]([N:3]([CH2:48][CH3:49])[CH2:4][CH2:5][O:6][C:7]1[CH:12]=[C:11]([CH3:13])[C:10]([C:14]2[CH:19]=[CH:18][CH:17]=[C:16]([CH2:20][O:21][C:22]3[CH:27]=[CH:26][C:25]([CH2:28][CH2:29][C:30]([O:32][CH2:33][CH3:34])=[O:31])=[C:24]([F:35])[CH:23]=3)[CH:15]=2)=[C:9]([CH3:36])[CH:8]=1)(=[O:39])[CH3:2]. The catalyst class is: 277. (4) Product: [Br:9][CH2:1][C:2]1[S:3][CH:4]=[C:5]([C:7]#[N:8])[N:6]=1. The catalyst class is: 53. Reactant: [CH3:1][C:2]1[S:3][CH:4]=[C:5]([C:7]#[N:8])[N:6]=1.[Br:9]N1C(=O)CCC1=O.C(=O)(O)[O-].[Na+].